From a dataset of Reaction yield outcomes from USPTO patents with 853,638 reactions. Predict the reaction yield, written as a fraction of the theoretical maximum amount of product (1.0 means a 100% yield; for example, 0.34 means a 34% yield). (1) The reactants are [CH2:1]([O:8][CH2:9][C@@H:10]([NH:13][C:14](=[O:20])[O:15][C:16]([CH3:19])([CH3:18])[CH3:17])[CH2:11]O)[C:2]1[CH:7]=[CH:6][CH:5]=[CH:4][CH:3]=1.CS(Cl)(=O)=O.CCN(C(C)C)C(C)C.[N-:35]=[N+:36]=[N-:37].[Na+]. The catalyst is C(Cl)Cl.CCOC(C)=O.O. The product is [N:35]([CH2:11][C@H:10]([NH:13][C:14](=[O:20])[O:15][C:16]([CH3:19])([CH3:18])[CH3:17])[CH2:9][O:8][CH2:1][C:2]1[CH:7]=[CH:6][CH:5]=[CH:4][CH:3]=1)=[N+:36]=[N-:37]. The yield is 0.730. (2) The reactants are Cl[C:2]1[C:3]2[N:11]=[C:10]([Cl:12])[CH:9]=[CH:8][C:4]=2[N:5]=[CH:6][N:7]=1.[NH:13]1[CH2:18][CH2:17][O:16][CH2:15][CH2:14]1. No catalyst specified. The product is [O:16]1[CH2:17][CH2:18][N:13]([C:2]2[C:3]3[N:11]=[C:10]([Cl:12])[CH:9]=[CH:8][C:4]=3[N:5]=[CH:6][N:7]=2)[CH2:14][CH2:15]1. The yield is 0.710. (3) The reactants are Cl.[CH3:2][C:3]1[CH:16]=[CH:15][CH:14]=[CH:13][C:4]=1[O:5][CH2:6][CH:7]1[CH2:12][CH2:11][NH:10][CH2:9][CH2:8]1.[CH3:17][O:18][C:19]1[C:20]([CH:25]=O)=[N:21][CH:22]=[CH:23][N:24]=1.C(O[BH-](OC(=O)C)OC(=O)C)(=O)C.[Na+].C(=O)([O-])[O-].[Na+].[Na+]. The catalyst is ClCCl.C(OCC)(=O)C. The product is [CH3:17][O:18][C:19]1[C:20]([CH2:25][N:10]2[CH2:11][CH2:12][CH:7]([CH2:6][O:5][C:4]3[CH:13]=[CH:14][CH:15]=[CH:16][C:3]=3[CH3:2])[CH2:8][CH2:9]2)=[N:21][CH:22]=[CH:23][N:24]=1. The yield is 0.870. (4) The reactants are [CH2:1]([O:8][C:9]1[CH:21]=[C:20]2[C:12]([C:13]3[CH:14]=[CH:15][C:16]([OH:22])=[CH:17][C:18]=3[NH:19]2)=[CH:11][CH:10]=1)[C:2]1C=CC=CC=1.C(=O)([O-])[O-].[Cs+].[Cs+].CC1C=CC(S(OCC[O:42][CH2:43][CH2:44][O:45][CH2:46][CH2:47][F:48])(=O)=O)=CC=1. The catalyst is CN(C=O)C.O.C(O)(=O)C.[Pd]. The product is [F:48][CH2:47][CH2:46][O:45][CH2:44][CH2:43][O:42][CH2:2][CH2:1][O:8][C:9]1[CH:21]=[C:20]2[C:12]([C:13]3[CH:14]=[CH:15][C:16]([OH:22])=[CH:17][C:18]=3[NH:19]2)=[CH:11][CH:10]=1. The yield is 0.270. (5) The reactants are [CH2:1]([O:8][C:9]1[CH:18]=[C:17]2[C:12]([C:13]([O:19][C:20]3[CH:25]=[CH:24][C:23]([NH:26]C(=O)C)=[CH:22][CH:21]=3)=[CH:14][CH:15]=[N:16]2)=[CH:11][C:10]=1[O:30][CH3:31])[C:2]1[CH:7]=[CH:6][CH:5]=[CH:4][CH:3]=1.[OH-].[Na+]. The catalyst is CO.O.Cl. The product is [CH2:1]([O:8][C:9]1[CH:18]=[C:17]2[C:12]([C:13]([O:19][C:20]3[CH:25]=[CH:24][C:23]([NH2:26])=[CH:22][CH:21]=3)=[CH:14][CH:15]=[N:16]2)=[CH:11][C:10]=1[O:30][CH3:31])[C:2]1[CH:7]=[CH:6][CH:5]=[CH:4][CH:3]=1. The yield is 0.580.